Predict which catalyst facilitates the given reaction. From a dataset of Catalyst prediction with 721,799 reactions and 888 catalyst types from USPTO. Reactant: F[P-](F)(F)(F)(F)F.C(N(CC)C=[N+](CC)CC)C.CC(C)([O-])C.[K+].[C:25]([O:29][C:30]([N:32]1[C:36](=[O:37])[CH2:35][CH2:34][C@H:33]1CC1C=CC(C2C=CC=CC=2)=CC=1)=[O:31])([CH3:28])([CH3:27])[CH3:26].C(OC(C)C)(=O)C. Product: [C:25]([O:29][C:30]([N:32]1[CH2:33][CH2:34][CH2:35][C:36]1=[O:37])=[O:31])([CH3:28])([CH3:26])[CH3:27]. The catalyst class is: 1.